From a dataset of Reaction yield outcomes from USPTO patents with 853,638 reactions. Predict the reaction yield, written as a fraction of the theoretical maximum amount of product (1.0 means a 100% yield; for example, 0.34 means a 34% yield). The reactants are [CH3:1][C:2]1[C:3]([C:11]2[S:12][CH:13]=[CH:14][CH:15]=2)=[N:4][O:5][C:6]=1[C:7]([F:10])([F:9])[F:8].[C:16](OC1C=CC=CC=1C(Cl)=O)(=[O:18])[CH3:17]. No catalyst specified. The product is [CH3:1][C:2]1[C:3]([C:11]2[S:12][C:13]([C:16](=[O:18])[CH3:17])=[CH:14][CH:15]=2)=[N:4][O:5][C:6]=1[C:7]([F:8])([F:10])[F:9]. The yield is 0.580.